Dataset: TCR-epitope binding with 47,182 pairs between 192 epitopes and 23,139 TCRs. Task: Binary Classification. Given a T-cell receptor sequence (or CDR3 region) and an epitope sequence, predict whether binding occurs between them. (1) The epitope is KLPDDFTGCV. The TCR CDR3 sequence is CASSQESLSSYNEQFF. Result: 1 (the TCR binds to the epitope). (2) The epitope is TLIGDCATV. The TCR CDR3 sequence is CASSLMGRGPNTGELFF. Result: 0 (the TCR does not bind to the epitope). (3) The epitope is KPLEFGATSAAL. The TCR CDR3 sequence is CSAAAWDKYNEQFF. Result: 0 (the TCR does not bind to the epitope). (4) The epitope is FVDGVPFVV. The TCR CDR3 sequence is CASSLETGKETQYF. Result: 1 (the TCR binds to the epitope).